Predict the product of the given reaction. From a dataset of Forward reaction prediction with 1.9M reactions from USPTO patents (1976-2016). (1) Given the reactants [Cl:1][C:2]1[CH:7]=[CH:6][C:5]([N+:8]([O-])=O)=[CH:4][C:3]=1[C:11]1[CH:12]=[CH:13][C:14]2[N:15]=[CH:16][N:17]=[CH:18][C:19]=2[N:20]=1.[Sn](Cl)Cl.C([O-])(O)=O.[Na+].[OH-].[Na+], predict the reaction product. The product is: [Cl:1][C:2]1[CH:7]=[CH:6][C:5]([NH2:8])=[CH:4][C:3]=1[C:11]1[CH:12]=[CH:13][C:14]2[N:15]=[CH:16][N:17]=[CH:18][C:19]=2[N:20]=1. (2) Given the reactants [CH3:1][O:2][C:3](=[O:30])[C:4]([C:7]1[CH:12]=[CH:11][C:10]([CH2:13][CH2:14][N:15]2[CH2:20][CH2:19][CH:18]([C:21]3[NH:25][C:24]4[CH:26]=[CH:27][CH:28]=[CH:29][C:23]=4[N:22]=3)[CH2:17][CH2:16]2)=[CH:9][CH:8]=1)([CH3:6])[CH3:5].CC(C)([O-])C.[K+].[CH2:37]([O:39][CH2:40][CH2:41]CS([O-])(=O)=O)[CH3:38].CN(C=O)C, predict the reaction product. The product is: [CH3:1][O:2][C:3](=[O:30])[C:4]([C:7]1[CH:12]=[CH:11][C:10]([CH2:13][CH2:14][N:15]2[CH2:16][CH2:17][CH:18]([C:21]3[N:22]([CH2:38][CH2:37][O:39][CH2:40][CH3:41])[C:23]4[CH:29]=[CH:28][CH:27]=[CH:26][C:24]=4[N:25]=3)[CH2:19][CH2:20]2)=[CH:9][CH:8]=1)([CH3:5])[CH3:6]. (3) Given the reactants [Cl:1][C:2]1[CH:7]=[CH:6][N+:5]([O-])=[C:4]([CH2:9][CH2:10][C:11]([O:13][CH2:14][CH3:15])=[O:12])[CH:3]=1.C[Si]([C:20]#[N:21])(C)C.CN(C)C(Cl)=O, predict the reaction product. The product is: [Cl:1][C:2]1[CH:7]=[C:6]([C:20]#[N:21])[N:5]=[C:4]([CH2:9][CH2:10][C:11]([O:13][CH2:14][CH3:15])=[O:12])[CH:3]=1. (4) Given the reactants C[Al](C)C.[F:5][C:6]([F:10])([F:9])[CH2:7][NH2:8].C[O:12][C:13](=O)[C:14]1[CH:19]=[CH:18][C:17]([O:20][CH2:21][C:22]2[C:23]([C:28]3[CH:33]=[CH:32][CH:31]=[C:30]([F:34])[CH:29]=3)=[N:24][O:25][C:26]=2[CH3:27])=[N:16][CH:15]=1.O, predict the reaction product. The product is: [F:34][C:30]1[CH:29]=[C:28]([C:23]2[C:22]([CH2:21][O:20][C:17]3[CH:18]=[CH:19][C:14]([C:13]([NH:8][CH2:7][C:6]([F:10])([F:9])[F:5])=[O:12])=[CH:15][N:16]=3)=[C:26]([CH3:27])[O:25][N:24]=2)[CH:33]=[CH:32][CH:31]=1. (5) Given the reactants [CH:1]([O:4][C:5](=[O:29])[NH:6][C@@H:7]1[CH2:28][C:10]2[N:11]([CH2:20][C:21]3[CH:26]=[CH:25][N:24]=[CH:23][C:22]=3Br)[C:12]3[CH:13]=[CH:14][C:15]([C:18]#[N:19])=[CH:16][C:17]=3[C:9]=2[CH2:8]1)([CH3:3])[CH3:2].[OH-:30].[K+], predict the reaction product. The product is: [CH:1]([O:4][C:5](=[O:29])[NH:6][C@@H:7]1[CH2:28][C:10]2[N:11]([CH2:20][C:21]3[CH:26]=[CH:25][N:24]=[CH:23][C:22]=3[OH:30])[C:12]3[CH:13]=[CH:14][C:15]([C:18]#[N:19])=[CH:16][C:17]=3[C:9]=2[CH2:8]1)([CH3:3])[CH3:2]. (6) Given the reactants [CH3:1][O:2][C:3](=[O:29])[CH:4]([O:6][C:7]1[C:12]2[N:13](CC3C=CC4C(=CC=CC=4)C=3)[C:14](=[O:17])[CH2:15][O:16][C:11]=2[CH:10]=[CH:9][CH:8]=1)[CH3:5].BrCC1C=CC2C(=CC=CC=2)C=1.C([O-])([O-])=O.[K+].[K+], predict the reaction product. The product is: [CH3:1][O:2][C:3](=[O:29])[CH:4]([O:6][C:7]1[C:12]2[NH:13][C:14](=[O:17])[CH2:15][O:16][C:11]=2[CH:10]=[CH:9][CH:8]=1)[CH3:5].